Dataset: CYP2C19 inhibition data for predicting drug metabolism from PubChem BioAssay. Task: Regression/Classification. Given a drug SMILES string, predict its absorption, distribution, metabolism, or excretion properties. Task type varies by dataset: regression for continuous measurements (e.g., permeability, clearance, half-life) or binary classification for categorical outcomes (e.g., BBB penetration, CYP inhibition). Dataset: cyp2c19_veith. (1) The drug is COc1cccc(-c2nccc(NCCc3c[nH]c4ccc(OC)cc34)n2)c1. The result is 1 (inhibitor). (2) The molecule is COc1ccc(C(=O)NC2CCN(C(=S)Nc3cccc(C)c3)CC2)cc1. The result is 1 (inhibitor). (3) The compound is O=c1c(-c2cccs2)nc2cnc(N3CCNCC3)nc2n1CCc1ccccc1. The result is 1 (inhibitor). (4) The molecule is Cc1cc(C)n2c(SCC(=O)N(C)C3CCS(=O)(=O)C3)nnc2n1. The result is 0 (non-inhibitor). (5) The compound is CN(CC(=O)O/N=C(\N)c1ccccn1)S(=O)(=O)c1ccccc1. The result is 0 (non-inhibitor). (6) The result is 0 (non-inhibitor). The compound is Cn1cccc1C(=O)N1CCC2(CCN(C(=O)Nc3cccc(C#N)c3)CC2)CC1. (7) The compound is Fc1ccc(Nc2ncncc2-c2ccoc2)cc1. The result is 0 (non-inhibitor).